Task: Predict the reactants needed to synthesize the given product.. Dataset: Full USPTO retrosynthesis dataset with 1.9M reactions from patents (1976-2016) (1) Given the product [CH3:36][C:37]1[CH:44]=[CH:43][C:40]([CH2:41][N:12]2[C:13](=[O:14])[N:9]([CH2:1][CH2:2][CH2:3][CH2:4][CH2:5][CH2:6][CH2:7][CH3:8])[C:10]([CH2:15][O:16][C:17]([C:24]3[CH:29]=[CH:28][CH:27]=[CH:26][CH:25]=3)([C:18]3[CH:19]=[CH:20][CH:21]=[CH:22][CH:23]=3)[C:30]3[CH:35]=[CH:34][CH:33]=[CH:32][CH:31]=3)=[N:11]2)=[CH:39][CH:38]=1, predict the reactants needed to synthesize it. The reactants are: [CH2:1]([N:9]1[C:13](=[O:14])[NH:12][N:11]=[C:10]1[CH2:15][O:16][C:17]([C:30]1[CH:35]=[CH:34][CH:33]=[CH:32][CH:31]=1)([C:24]1[CH:29]=[CH:28][CH:27]=[CH:26][CH:25]=1)[C:18]1[CH:23]=[CH:22][CH:21]=[CH:20][CH:19]=1)[CH2:2][CH2:3][CH2:4][CH2:5][CH2:6][CH2:7][CH3:8].[CH3:36][C:37]1[CH:44]=[CH:43][C:40]([CH2:41]Br)=[CH:39][CH:38]=1.C(=O)([O-])[O-].[K+].[K+]. (2) Given the product [CH3:1][O:2][C:3]1[CH:4]=[C:5]([CH:6]=[CH:7][CH:8]=1)[CH2:9][C:10]1[N:19]([C:13]2[CH:14]=[CH:15][CH:16]=[CH:17][CH:18]=2)[C:20](=[S:23])[NH:21][N:22]=1, predict the reactants needed to synthesize it. The reactants are: [CH3:1][O:2][C:3]1[CH:4]=[C:5]([CH2:9][C:10](O)=O)[CH:6]=[CH:7][CH:8]=1.[C:13]1([NH:19][C:20](=[S:23])[NH:21][NH2:22])[CH:18]=[CH:17][CH:16]=[CH:15][CH:14]=1. (3) Given the product [O:20]=[S:2]1(=[O:1])[CH2:6][CH2:5][CH2:4][N:3]1[CH:7]1[CH2:12][CH2:11][NH:10][CH2:9][CH2:8]1, predict the reactants needed to synthesize it. The reactants are: [O:1]=[S:2]1(=[O:20])[CH2:6][CH2:5][CH2:4][N:3]1[CH:7]1[CH2:12][CH2:11][N:10](CC2C=CC=CC=2)[CH2:9][CH2:8]1. (4) Given the product [CH2:12]1[NH:8][CH2:7][CH2:6][N:1]2[CH:5]=[CH:4][CH:3]=[C:2]12, predict the reactants needed to synthesize it. The reactants are: [N:1]1([CH2:6][CH2:7][NH2:8])[CH:5]=[CH:4][CH:3]=[CH:2]1.C=O.F[C:12](F)(F)C(O)=O.